This data is from Full USPTO retrosynthesis dataset with 1.9M reactions from patents (1976-2016). The task is: Predict the reactants needed to synthesize the given product. (1) Given the product [CH2:1]([NH:5][C:6](=[O:33])[C:7]([NH:9][CH2:10][CH2:11][CH2:12][CH2:13][CH2:14][OH:15])=[O:8])[CH2:2][CH2:3][CH3:4], predict the reactants needed to synthesize it. The reactants are: [CH2:1]([NH:5][C:6](=[O:33])[C:7]([NH:9][CH2:10][CH2:11][CH2:12][CH2:13][CH2:14][O:15][Si](C(C)(C)C)(C1C=CC=CC=1)C1C=CC=CC=1)=[O:8])[CH2:2][CH2:3][CH3:4]. (2) Given the product [C:8]([C:10]1[CH:15]=[CH:14][C:13]([NH2:16])=[C:12]([CH3:19])[CH:11]=1)#[N:9].[OH:20][CH2:7][C:2]1([NH2:1])[CH2:3][CH2:4][CH2:5][CH2:6]1.[C:22]([C:6]1[CH:5]=[CH:4][C:19]([C:12]2[CH:11]=[CH:10][CH:15]=[CH:14][C:13]=2[N:16]=[C:17]2[S:18][CH2:26][C:27]3([CH2:31][CH2:30][CH2:29][CH2:28]3)[NH:32]2)=[CH:2][CH:7]=1)#[N:23], predict the reactants needed to synthesize it. The reactants are: [NH2:1][C:2]1[CH:7]=[CH:6][CH:5]=[CH:4][CH:3]=1.[C:8]([C:10]1[CH:15]=[CH:14][C:13]([N:16]=[C:17]=[S:18])=[C:12]([CH3:19])[CH:11]=1)#[N:9].[OH:20]C[CH2:22][NH2:23].Cl.Cl[CH2:26][C:27]1([NH2:32])[CH2:31][CH2:30][CH2:29][CH2:28]1.